Dataset: Forward reaction prediction with 1.9M reactions from USPTO patents (1976-2016). Task: Predict the product of the given reaction. The product is: [CH3:23][C:22]1[NH:18][N:17]=[C:15]([C:13]2[O:12][N:11]=[C:10]([C:7]3[CH:8]=[CH:9][C:4]([O:3][C:2]([F:20])([F:19])[F:1])=[CH:5][CH:6]=3)[CH:14]=2)[N:24]=1. Given the reactants [F:1][C:2]([F:20])([F:19])[O:3][C:4]1[CH:9]=[CH:8][C:7]([C:10]2[CH:14]=[C:13]([C:15]([NH:17][NH2:18])=O)[O:12][N:11]=2)=[CH:6][CH:5]=1.Cl.[C:22](=N)([NH2:24])[CH3:23].[OH-].[Na+], predict the reaction product.